This data is from Forward reaction prediction with 1.9M reactions from USPTO patents (1976-2016). The task is: Predict the product of the given reaction. (1) Given the reactants C([Li])CCC.C(NC(C)C)(C)C.[Br:13][C:14]1[CH:15]=[C:16]2[C:21](=[CH:22][CH:23]=1)[CH2:20][NH:19][C:18](=[O:24])[CH:17]2[CH3:25].[F:26][C:27]1[C:34]([F:35])=[CH:33][C:32]([F:36])=[CH:31][C:28]=1[CH2:29]Br.Cl, predict the reaction product. The product is: [Br:13][C:14]1[CH:15]=[C:16]2[C:21](=[CH:22][CH:23]=1)[CH2:20][NH:19][C:18](=[O:24])[C:17]2([CH3:25])[CH2:29][C:28]1[CH:31]=[C:32]([F:36])[CH:33]=[C:34]([F:35])[C:27]=1[F:26]. (2) Given the reactants Cl.C(OC([N:9]1[CH2:14][CH2:13][C:12]([NH:17][C:18]([O:20][CH2:21][C:22]2[CH:27]=[CH:26][CH:25]=[CH:24][CH:23]=2)=[O:19])([CH2:15][F:16])[CH2:11][CH2:10]1)=O)(C)(C)C.C(OCC)C, predict the reaction product. The product is: [CH2:21]([O:20][C:18](=[O:19])[NH:17][C:12]1([CH2:15][F:16])[CH2:11][CH2:10][NH:9][CH2:14][CH2:13]1)[C:22]1[CH:27]=[CH:26][CH:25]=[CH:24][CH:23]=1.